Dataset: Catalyst prediction with 721,799 reactions and 888 catalyst types from USPTO. Task: Predict which catalyst facilitates the given reaction. (1) Product: [C:14]1([CH3:24])[CH:19]=[CH:18][C:17]([S:20]([O:13][CH2:12][CH2:11][CH2:10][C:9]#[C:8][C:5]2[CH:4]=[CH:3][C:2]([Cl:1])=[CH:7][CH:6]=2)(=[O:22])=[O:21])=[CH:16][CH:15]=1. Reactant: [Cl:1][C:2]1[CH:7]=[CH:6][C:5]([C:8]#[C:9][CH2:10][CH2:11][CH2:12][OH:13])=[CH:4][CH:3]=1.[C:14]1([CH3:24])[CH:19]=[CH:18][C:17]([S:20](Cl)(=[O:22])=[O:21])=[CH:16][CH:15]=1.C(N(CC)CC)C. The catalyst class is: 119. (2) Reactant: [Br:1][C:2]1[N:7]=[C:6](/[CH:8]=[N:9]/[C:10]2[C:15]([CH:16]([CH2:19][CH3:20])[CH2:17][CH3:18])=[CH:14][CH:13]=[CH:12][C:11]=2[CH:21]([CH2:24][CH3:25])[CH2:22][CH3:23])[CH:5]=[CH:4][CH:3]=1.[BH3-]C#N.[Na+].CC(O)=O.CO. The catalyst class is: 6. Product: [Br:1][C:2]1[N:7]=[C:6]([CH2:8][NH:9][C:10]2[C:15]([CH:16]([CH2:17][CH3:18])[CH2:19][CH3:20])=[CH:14][CH:13]=[CH:12][C:11]=2[CH:21]([CH2:22][CH3:23])[CH2:24][CH3:25])[CH:5]=[CH:4][CH:3]=1. (3) Reactant: [CH2:1]([OH:8])[C:2]([NH2:7])([CH2:5][OH:6])[CH2:3][OH:4].[OH-].[K+].[C:11](#[N:14])[CH:12]=[CH2:13].Cl. Product: [NH2:7][C:2]([CH2:5][O:6][CH2:13][CH2:12][C:11]#[N:14])([CH2:3][O:4][CH2:13][CH2:12][C:11]#[N:14])[CH2:1][O:8][CH2:13][CH2:12][C:11]#[N:14]. The catalyst class is: 12. (4) Reactant: Br[C:2]1[CH:3]=[C:4]([C:8]2[NH:29][C:11]3=[N:12][C:13]([N:16]4[CH2:21][CH2:20][CH2:19][CH:18]([C:22]([N:24]5[CH2:28][CH2:27][CH2:26][CH2:25]5)=[O:23])[CH2:17]4)=[CH:14][CH:15]=[C:10]3[N:9]=2)[CH:5]=[N:6][CH:7]=1.[CH3:30][S:31]([O-:33])=[O:32].[Na+].N1CCC[C@H]1C(O)=O.[OH-].[Na+]. Product: [CH3:30][S:31]([C:2]1[CH:3]=[C:4]([C:8]2[NH:29][C:11]3=[N:12][C:13]([N:16]4[CH2:21][CH2:20][CH2:19][C@@H:18]([C:22]([N:24]5[CH2:28][CH2:27][CH2:26][CH2:25]5)=[O:23])[CH2:17]4)=[CH:14][CH:15]=[C:10]3[N:9]=2)[CH:5]=[N:6][CH:7]=1)(=[O:33])=[O:32]. The catalyst class is: 846. (5) Reactant: [C:1]1(C)C=CC=CC=1.N1CCCCC1.[N:14]1[CH:19]=[CH:18][CH:17]=[C:16]([C:20]2[CH:21]=[C:22]([C:29]3[CH:30]=[C:31]4[C:36](=[CH:37][CH:38]=3)[CH:35]=[C:34](C=O)[CH:33]=[CH:32]4)[CH:23]=[C:24]3[O:28][CH2:27][O:26][C:25]=23)[CH:15]=1.[S:41]1[CH2:45][C:44](=[O:46])[NH:43][C:42]1=[O:47]. Product: [N:14]1[CH:19]=[CH:18][CH:17]=[C:16]([C:20]2[CH:21]=[C:22]([C:29]3[CH:30]=[C:31]4[C:32](=[CH:37][CH:38]=3)[CH:33]=[C:34]([N:43]3[C:44](=[O:46])[C:45](=[CH2:1])[S:41][C:42]3=[O:47])[CH:35]=[CH:36]4)[CH:23]=[C:24]3[O:28][CH2:27][O:26][C:25]=23)[CH:15]=1. The catalyst class is: 15. (6) Reactant: [CH3:1][O:2][C:3]1[N:8]=[C:7]([CH3:9])[C:6]([C:10]#[N:11])=[CH:5][CH:4]=1.C1C(=O)N([Br:19])C(=O)C1. Product: [Br:19][CH2:9][C:7]1[C:6]([C:10]#[N:11])=[CH:5][CH:4]=[C:3]([O:2][CH3:1])[N:8]=1. The catalyst class is: 279. (7) Reactant: C([N:8]1[CH2:12][C@@H:11]([C:13]2[CH:18]=[CH:17][C:16]([F:19])=[CH:15][C:14]=2[F:20])[C@H:10]([C:21]([O:23][CH3:24])=[O:22])[CH2:9]1)C1C=CC=CC=1.[H][H]. Product: [F:20][C:14]1[CH:15]=[C:16]([F:19])[CH:17]=[CH:18][C:13]=1[C@@H:11]1[CH2:12][NH:8][CH2:9][C@H:10]1[C:21]([O:23][CH3:24])=[O:22]. The catalyst class is: 29. (8) Reactant: C(OC([N:11]1[CH2:16][CH2:15][N:14]([C:17]([C@H:19]2[CH2:24][N:23]([CH:25]([CH3:27])[CH3:26])[CH2:22][CH2:21][N:20]2[C:28]([O:30][C:31]([CH3:34])([CH3:33])[CH3:32])=[O:29])=[O:18])[CH2:13][CH2:12]1)=O)C1C=CC=CC=1. Product: [CH:25]([N:23]1[CH2:22][CH2:21][N:20]([C:28]([O:30][C:31]([CH3:34])([CH3:32])[CH3:33])=[O:29])[C@@H:19]([C:17]([N:14]2[CH2:13][CH2:12][NH:11][CH2:16][CH2:15]2)=[O:18])[CH2:24]1)([CH3:27])[CH3:26]. The catalyst class is: 78. (9) Reactant: Cl[C:2]1[N:3]=[C:4]([NH:21][C:22]2[CH:30]=[CH:29][CH:28]=[CH:27][C:23]=2[C:24](N)=[O:25])[C:5]2[CH:10]=[CH:9][N:8]([S:11]([C:14]3[CH:19]=[CH:18][C:17]([CH3:20])=[CH:16][CH:15]=3)(=[O:13])=[O:12])[C:6]=2[N:7]=1.[NH2:31][C:32]1[CH:33]=[C:34]([NH:39][C:40](=[O:45])[CH2:41][N:42]([CH3:44])[CH3:43])[CH:35]=[CH:36][C:37]=1[CH3:38].[I-].[K+].Cl.C(=O)(O)[O-].[Na+]. Product: [CH3:43][N:42]([CH3:44])[CH2:41][C:40]([NH:39][C:34]1[CH:35]=[CH:36][C:37]([CH3:38])=[C:32]([NH:31][C:2]2[N:3]3[C:4](=[N:21][C:22]4[C:23]([C:24]3=[O:25])=[CH:27][CH:28]=[CH:29][CH:30]=4)[C:5]3[CH:10]=[CH:9][N:8]([S:11]([C:14]4[CH:15]=[CH:16][C:17]([CH3:20])=[CH:18][CH:19]=4)(=[O:12])=[O:13])[C:6]=3[N:7]=2)[CH:33]=1)=[O:45]. The catalyst class is: 4. (10) Reactant: [Cl:1][C:2]1[N:3]=[CH:4][CH:5]=[C:6]2[C:11]=1[C:10](=[O:12])[NH:9][CH2:8][CH2:7]2.[H-].[Na+].Br[CH2:16][C:17]1[CH:22]=[CH:21][C:20]([F:23])=[C:19]([F:24])[CH:18]=1. Product: [Cl:1][C:2]1[N:3]=[CH:4][CH:5]=[C:6]2[C:11]=1[C:10](=[O:12])[N:9]([CH2:16][C:17]1[CH:22]=[CH:21][C:20]([F:23])=[C:19]([F:24])[CH:18]=1)[CH2:8][CH2:7]2. The catalyst class is: 3.